This data is from Peptide-MHC class I binding affinity with 185,985 pairs from IEDB/IMGT. The task is: Regression. Given a peptide amino acid sequence and an MHC pseudo amino acid sequence, predict their binding affinity value. This is MHC class I binding data. The peptide sequence is KYYNDILKL. The MHC is HLA-B57:01 with pseudo-sequence HLA-B57:01. The binding affinity (normalized) is 0.0847.